From a dataset of Catalyst prediction with 721,799 reactions and 888 catalyst types from USPTO. Predict which catalyst facilitates the given reaction. Reactant: Br[C:2]1[CH:6]=[CH:5][S:4][C:3]=1[CH:7]=[O:8].[N-:9]=[N+:10]=[N-:11].[Na+].O. The catalyst class is: 16. Product: [N:9]([C:2]1[CH:6]=[CH:5][S:4][C:3]=1[CH:7]=[O:8])=[N+:10]=[N-:11].